Dataset: Catalyst prediction with 721,799 reactions and 888 catalyst types from USPTO. Task: Predict which catalyst facilitates the given reaction. (1) Reactant: [CH3:1][NH:2][CH3:3].[CH2:4]([O:6][C:7](=[O:22])[CH2:8][C:9]1[C:18]2[C:13](=[CH:14][C:15]([CH:19]=O)=[CH:16][CH:17]=2)[CH:12]=[CH:11][C:10]=1[Cl:21])[CH3:5].C([BH3-])#N.[Na+].C(O)(=O)C. Product: [CH2:4]([O:6][C:7](=[O:22])[CH2:8][C:9]1[C:18]2[C:13](=[CH:14][C:15]([CH2:19][N:2]([CH3:3])[CH3:1])=[CH:16][CH:17]=2)[CH:12]=[CH:11][C:10]=1[Cl:21])[CH3:5]. The catalyst class is: 36. (2) Reactant: CCN(C(C)C)C(C)C.[F:10][C:11]1[CH:12]=[C:13]([CH:17]=[CH:18][CH:19]=1)[C:14](Cl)=[O:15].Cl.[Cl:21][C:22]1[CH2:26][C:25]([CH3:28])([CH3:27])[NH:24][N:23]=1. Product: [Cl:21][C:22]1[CH2:26][C:25]([CH3:28])([CH3:27])[N:24]([C:14]([C:13]2[CH:17]=[CH:18][CH:19]=[C:11]([F:10])[CH:12]=2)=[O:15])[N:23]=1. The catalyst class is: 2. (3) Reactant: [Cl:1][C:2]1[CH:7]=[CH:6][C:5]([CH:8]2[C:15]3[C:14]([CH3:16])=[N:13][N:12]([CH:17]4[CH2:19][CH2:18]4)[C:11]=3[C:10](=[O:20])[NH:9]2)=[CH:4][CH:3]=1.Cl[C:22]1[CH:23]=[C:24]([N:32]([CH3:40])[C:33](=[O:39])[O:34][C:35]([CH3:38])([CH3:37])[CH3:36])[C:25]2[N:26]([C:28]([CH3:31])=[N:29][N:30]=2)[N:27]=1. Product: [Cl:1][C:2]1[CH:7]=[CH:6][C:5]([CH:8]2[C:15]3[C:14]([CH3:16])=[N:13][N:12]([CH:17]4[CH2:19][CH2:18]4)[C:11]=3[C:10](=[O:20])[N:9]2[C:22]2[CH:23]=[C:24]([N:32]([CH3:40])[C:33](=[O:39])[O:34][C:35]([CH3:36])([CH3:38])[CH3:37])[C:25]3[N:26]([C:28]([CH3:31])=[N:29][N:30]=3)[N:27]=2)=[CH:4][CH:3]=1. The catalyst class is: 61. (4) Reactant: [Br:1][C:2]1[CH:7]=[CH:6][C:5]([Cl:8])=[CH:4][C:3]=1[CH:9]([OH:13])[CH2:10][CH:11]=[CH2:12].C1COCC1.[H-].[Na+].[CH:21]1[CH:26]=[CH:25][C:24]([CH2:27]Br)=[CH:23][CH:22]=1. Product: [CH2:27]([O:13][CH:9]([C:3]1[CH:4]=[C:5]([Cl:8])[CH:6]=[CH:7][C:2]=1[Br:1])[CH2:10][CH:11]=[CH2:12])[C:24]1[CH:25]=[CH:26][CH:21]=[CH:22][CH:23]=1. The catalyst class is: 3. (5) Reactant: [CH2:1]([O:4][C:5]1[N:6]=[C:7]2[CH:15]=[CH:14][CH:13]=[CH:12][N:8]2[C:9](=[O:11])[CH:10]=1)[CH2:2][CH3:3].[Br:16]N1C(=O)CCC1=O. Product: [Br:16][C:10]1[C:9](=[O:11])[N:8]2[CH:12]=[CH:13][CH:14]=[CH:15][C:7]2=[N:6][C:5]=1[O:4][CH2:1][CH2:2][CH3:3]. The catalyst class is: 452. (6) The catalyst class is: 30. Product: [CH3:1][NH:2][C:3](=[O:26])[CH2:4][O:5][C:6]1[CH:7]=[C:8]2[C:13](=[CH:14][CH:15]=1)[N:12]=[CH:11][CH:10]=[C:9]2[S:16][C:17]1([C:21]([OH:23])=[O:22])[CH2:20][CH2:19][CH2:18]1. Reactant: [CH3:1][NH:2][C:3](=[O:26])[CH2:4][O:5][C:6]1[CH:7]=[C:8]2[C:13](=[CH:14][CH:15]=1)[N:12]=[CH:11][CH:10]=[C:9]2[S:16][C:17]1([C:21]([O:23]CC)=[O:22])[CH2:20][CH2:19][CH2:18]1.[OH-].[Na+]. (7) Product: [F:19][C:20]1[CH:27]=[CH:26][C:25]([C:28]([F:29])([F:30])[F:31])=[CH:24][C:21]=1/[CH:22]=[C:8]1/[C:9](=[O:12])[C:10]2[C:6]([CH2:7]/1)=[CH:5][C:4]([N:13]1[CH2:14][CH2:15][O:16][CH2:17][CH2:18]1)=[C:3]([O:2][CH3:1])[CH:11]=2. The catalyst class is: 133. Reactant: [CH3:1][O:2][C:3]1[CH:11]=[C:10]2[C:6]([CH2:7][CH2:8][C:9]2=[O:12])=[CH:5][C:4]=1[N:13]1[CH2:18][CH2:17][O:16][CH2:15][CH2:14]1.[F:19][C:20]1[CH:27]=[CH:26][C:25]([C:28]([F:31])([F:30])[F:29])=[CH:24][C:21]=1[CH:22]=O.CC1C=CC(S(O)(=O)=O)=CC=1.